From a dataset of Catalyst prediction with 721,799 reactions and 888 catalyst types from USPTO. Predict which catalyst facilitates the given reaction. (1) Reactant: [Li]CCCC.CC1(C)CCCC(C)(C)N1.[Br:16][C:17]1[C:22]([Si:23]([CH3:26])([CH3:25])[CH3:24])=[C:21]([F:27])[C:20]([F:28])=[CH:19][CH:18]=1.[C:29](=[O:31])=[O:30]. Product: [Br:16][C:17]1[C:22]([Si:23]([CH3:24])([CH3:25])[CH3:26])=[C:21]([F:27])[C:20]([F:28])=[C:19]([CH:18]=1)[C:29]([OH:31])=[O:30]. The catalyst class is: 20. (2) The catalyst class is: 4. Reactant: Cl[C:2](Cl)([O:4]C(=O)OC(Cl)(Cl)Cl)Cl.[NH2:13][C:14]1[C:15]([NH:28][C:29]2[CH:34]=[CH:33][C:32]([Cl:35])=[CH:31][CH:30]=2)=[N:16][C:17]([C:26]#[N:27])=[N:18][C:19]=1[N:20]1[CH2:25][CH2:24][O:23][CH2:22][CH2:21]1.N1C=CC=CC=1.O. Product: [Cl:35][C:32]1[CH:33]=[CH:34][C:29]([N:28]2[C:2](=[O:4])[NH:13][C:14]3[C:15]2=[N:16][C:17]([C:26]#[N:27])=[N:18][C:19]=3[N:20]2[CH2:25][CH2:24][O:23][CH2:22][CH2:21]2)=[CH:30][CH:31]=1. (3) Reactant: [C:1]([O:4][CH2:5][C:6]1[C:7](CO)=[C:8]([O:21][CH3:22])[C:9]([C:13]2[CH:18]=[CH:17][C:16](OC)=[CH:15][CH:14]=2)=[C:10]([OH:12])[CH:11]=1)(=[O:3])[CH3:2].C([SiH](CC)CC)C.[C:32](=[O:35])([O-])O.[Na+].[C:37](OCC)(=O)C. Product: [C:1]([O:4][CH2:5][C:6]1[CH:7]=[C:8]([O:21][CH3:22])[C:9]([CH2:13][C:18]2[CH:17]=[CH:16][C:15]([O:35][CH3:32])=[CH:14][CH:37]=2)=[C:10]([OH:12])[CH:11]=1)(=[O:3])[CH3:2]. The catalyst class is: 10. (4) Reactant: [C:1]([C:3]1[CH:4]=[C:5]([CH2:8][OH:9])[S:6][CH:7]=1)#[CH:2].C(N(CC)CC)C.[C:17]([Si:21]([CH3:24])([CH3:23])Cl)([CH3:20])([CH3:19])[CH3:18].O. Product: [C:17]([Si:21]([O:9][CH2:8][C:5]1[S:6][CH:7]=[C:3]([C:1]#[CH:2])[CH:4]=1)([CH3:24])[CH3:23])([CH3:20])([CH3:19])[CH3:18]. The catalyst class is: 112.